This data is from TCR-epitope binding with 47,182 pairs between 192 epitopes and 23,139 TCRs. The task is: Binary Classification. Given a T-cell receptor sequence (or CDR3 region) and an epitope sequence, predict whether binding occurs between them. (1) The epitope is YLNTLTLAV. The TCR CDR3 sequence is CASSLGQGKNEQFF. Result: 1 (the TCR binds to the epitope). (2) The epitope is GTSGSPIVNR. The TCR CDR3 sequence is CASSLQPSGRGTDTQYF. Result: 1 (the TCR binds to the epitope). (3) The epitope is DPFRLLQNSQVFS. The TCR CDR3 sequence is CASTSRPFSGHEQYF. Result: 0 (the TCR does not bind to the epitope). (4) The epitope is AVFDRKSDAK. The TCR CDR3 sequence is CASSGTSGRMTDTQYF. Result: 1 (the TCR binds to the epitope). (5) The epitope is IPRRNVATL. The TCR CDR3 sequence is CSARTGVEQFF. Result: 0 (the TCR does not bind to the epitope). (6) The epitope is SQASSRSSSR. The TCR CDR3 sequence is CASSRGIVYEQYF. Result: 0 (the TCR does not bind to the epitope).